From a dataset of Forward reaction prediction with 1.9M reactions from USPTO patents (1976-2016). Predict the product of the given reaction. (1) Given the reactants [CH3:1][C:2]1[C:7]([NH2:8])=[CH:6][CH:5]=[CH:4][C:3]=1[NH2:9].Cl.[C:11](=[O:14])([O-])[O-].[K+].[K+].[CH:17](OC(C)C)([CH3:19])[CH3:18], predict the reaction product. The product is: [NH2:8][C:7]1[C:2]([CH3:1])=[C:3]2[C:4]([CH:18]=[C:17]([CH:11]=[O:14])[CH:19]=[N:9]2)=[CH:5][CH:6]=1. (2) Given the reactants [C:1]([O:5][C:6]([N:8]1[CH2:14][CH2:13][CH2:12][N:11]([C:15]2[N:19]([CH2:20][CH2:21]OS(C)(=O)=O)[C:18]3[CH:27]=[CH:28][CH:29]=[CH:30][C:17]=3[N:16]=2)[CH2:10][CH2:9]1)=[O:7])([CH3:4])([CH3:3])[CH3:2].FC(F)(F)CO.O1CCCC1.[H-].[Na+], predict the reaction product. The product is: [C:1]([O:5][C:6]([N:8]1[CH2:14][CH2:13][CH2:12][N:11]([C:15]2[N:19]([CH:20]=[CH2:21])[C:18]3[CH:27]=[CH:28][CH:29]=[CH:30][C:17]=3[N:16]=2)[CH2:10][CH2:9]1)=[O:7])([CH3:2])([CH3:3])[CH3:4]. (3) Given the reactants [CH:1]1([C:7]2[C:8]3[CH:9]=[CH:10][C:11]([C:40](O)=[O:41])=[CH:12][C:13]=3[N:14]3[CH2:20][C:19]([C:21]4[O:25][CH:24]=[N:23][C:22]=4[C:26]([N:28]4[CH2:33][CH2:32][O:31][CH2:30][CH2:29]4)=[O:27])=[CH:18][C:17]4[CH:34]=[C:35]([O:38][CH3:39])[CH:36]=[CH:37][C:16]=4[C:15]=23)[CH2:6][CH2:5][CH2:4][CH2:3][CH2:2]1.C1N=CN(C(N2C=NC=C2)=[O:49])C=1.CC([S:58]([NH2:61])(=[O:60])=[O:59])C.C1CCN2[C:65](=[N:66][CH2:67][CH2:68]C2)[CH2:64]C1, predict the reaction product. The product is: [CH:1]1([C:7]2[C:8]3[CH:9]=[CH:10][C:11]([C:40]([NH:61][S:58]([N:66]4[CH2:67][CH2:68][O:49][CH2:64][CH2:65]4)(=[O:60])=[O:59])=[O:41])=[CH:12][C:13]=3[N:14]3[CH2:20][C:19]([C:21]4[O:25][CH:24]=[N:23][C:22]=4[C:26]([N:28]4[CH2:33][CH2:32][O:31][CH2:30][CH2:29]4)=[O:27])=[CH:18][C:17]4[CH:34]=[C:35]([O:38][CH3:39])[CH:36]=[CH:37][C:16]=4[C:15]=23)[CH2:6][CH2:5][CH2:4][CH2:3][CH2:2]1. (4) Given the reactants [O:1]1[C:5]2[CH:6]=[CH:7][CH:8]=[CH:9][C:4]=2[CH:3]=[C:2]1[C:10]([NH:12][C:13]1([C:19]([NH:21][CH:22]2[CH2:27][CH2:26][N:25]([C:28]3[CH:33]=[CH:32][CH:31]=[CH:30][C:29]=3[NH:34][C:35]([O:37][CH2:38][CH3:39])=[O:36])[CH2:24][CH:23]2[OH:40])=[O:20])[CH2:18][CH2:17][CH2:16][CH2:15][CH2:14]1)=[O:11].C(N(CC)CC)C, predict the reaction product. The product is: [O:1]1[C:5]2[CH:6]=[CH:7][CH:8]=[CH:9][C:4]=2[CH:3]=[C:2]1[C:10]([NH:12][C:13]1([C:19]([NH:21][CH:22]2[CH2:27][CH2:26][N:25]([C:28]3[CH:33]=[CH:32][CH:31]=[CH:30][C:29]=3[NH:34][C:35]([O:37][CH2:38][CH3:39])=[O:36])[CH2:24][C:23]2=[O:40])=[O:20])[CH2:18][CH2:17][CH2:16][CH2:15][CH2:14]1)=[O:11]. (5) Given the reactants [N:1]1([C:16]([O:18][CH2:19][N:20]([C:35]2[CH:40]=[CH:39][C:38]([F:41])=[CH:37][C:36]=2[Cl:42])[S:21]([CH:24]2[CH2:29][CH2:28][CH2:27][CH:26]=[C:25]2[C:30]([O:32][CH2:33][CH3:34])=[O:31])(=[O:23])=[O:22])=[O:17])[CH2:5][CH2:4][CH2:3][C@@H:2]1[C:6]([O:8]CC1C=CC=CC=1)=[O:7], predict the reaction product. The product is: [Cl:42][C:36]1[CH:37]=[C:38]([F:41])[CH:39]=[CH:40][C:35]=1[N:20]([CH2:19][O:18][C:16]([N:1]1[CH2:5][CH2:4][CH2:3][C@@H:2]1[C:6]([OH:8])=[O:7])=[O:17])[S:21]([CH:24]1[CH2:29][CH2:28][CH2:27][CH:26]=[C:25]1[C:30]([O:32][CH2:33][CH3:34])=[O:31])(=[O:22])=[O:23].